Task: Regression. Given two drug SMILES strings and cell line genomic features, predict the synergy score measuring deviation from expected non-interaction effect.. Dataset: NCI-60 drug combinations with 297,098 pairs across 59 cell lines (1) Drug 1: CC1C(C(CC(O1)OC2CC(CC3=C2C(=C4C(=C3O)C(=O)C5=C(C4=O)C(=CC=C5)OC)O)(C(=O)C)O)N)O.Cl. Drug 2: C1=CN(C(=O)N=C1N)C2C(C(C(O2)CO)O)O.Cl. Cell line: 786-0. Synergy scores: CSS=40.2, Synergy_ZIP=-11.9, Synergy_Bliss=-5.91, Synergy_Loewe=-4.99, Synergy_HSA=-3.04. (2) Drug 1: COC1=C(C=C2C(=C1)N=CN=C2NC3=CC(=C(C=C3)F)Cl)OCCCN4CCOCC4. Drug 2: N.N.Cl[Pt+2]Cl. Cell line: LOX IMVI. Synergy scores: CSS=6.37, Synergy_ZIP=-5.27, Synergy_Bliss=-3.56, Synergy_Loewe=-1.38, Synergy_HSA=-0.857. (3) Drug 1: CNC(=O)C1=CC=CC=C1SC2=CC3=C(C=C2)C(=NN3)C=CC4=CC=CC=N4. Drug 2: CN(CCCl)CCCl.Cl. Cell line: DU-145. Synergy scores: CSS=21.6, Synergy_ZIP=-2.89, Synergy_Bliss=3.71, Synergy_Loewe=-3.38, Synergy_HSA=1.02. (4) Drug 1: CC1=C(C=C(C=C1)NC(=O)C2=CC=C(C=C2)CN3CCN(CC3)C)NC4=NC=CC(=N4)C5=CN=CC=C5. Drug 2: COC1=NC(=NC2=C1N=CN2C3C(C(C(O3)CO)O)O)N. Cell line: T-47D. Synergy scores: CSS=-2.39, Synergy_ZIP=2.75, Synergy_Bliss=3.14, Synergy_Loewe=-6.01, Synergy_HSA=-5.38. (5) Cell line: SF-295. Drug 1: CC1=C2C(C(=O)C3(C(CC4C(C3C(C(C2(C)C)(CC1OC(=O)C(C(C5=CC=CC=C5)NC(=O)C6=CC=CC=C6)O)O)OC(=O)C7=CC=CC=C7)(CO4)OC(=O)C)O)C)OC(=O)C. Synergy scores: CSS=2.80, Synergy_ZIP=7.29, Synergy_Bliss=11.8, Synergy_Loewe=1.34, Synergy_HSA=7.92. Drug 2: CS(=O)(=O)CCNCC1=CC=C(O1)C2=CC3=C(C=C2)N=CN=C3NC4=CC(=C(C=C4)OCC5=CC(=CC=C5)F)Cl. (6) Drug 1: C1=CC(=CC=C1CC(C(=O)O)N)N(CCCl)CCCl.Cl. Drug 2: C1CN1P(=S)(N2CC2)N3CC3. Cell line: OVCAR-8. Synergy scores: CSS=23.6, Synergy_ZIP=-6.06, Synergy_Bliss=-5.38, Synergy_Loewe=-6.73, Synergy_HSA=-5.10.